This data is from Reaction yield outcomes from USPTO patents with 853,638 reactions. The task is: Predict the reaction yield, written as a fraction of the theoretical maximum amount of product (1.0 means a 100% yield; for example, 0.34 means a 34% yield). (1) The reactants are [Cl:1][C:2]1[CH:3]=[CH:4][C:5](C)=[C:6]([CH:10]=1)[C:7]([OH:9])=O.C1N=CN([C:17](N2C=NC=C2)=[O:18])C=1.[C:24]([O:30][CH2:31][CH3:32])(=[O:29])[CH2:25]C([O-])=O.[K+].[Cl-].[Mg+2].[Cl-]. The catalyst is O1CCCC1. The product is [Cl:1][C:2]1[CH:3]=[CH:4][C:5]([O:18][CH3:17])=[C:6]([C:7](=[O:9])[CH2:25][C:24]([O:30][CH2:31][CH3:32])=[O:29])[CH:10]=1. The yield is 1.18. (2) The reactants are [CH2:1]([CH:3]([C:16](=O)[CH3:17])[C:4]([NH:6][CH2:7][CH2:8][C:9]1[CH:14]=[CH:13][CH:12]=[C:11]([F:15])[CH:10]=1)=[O:5])[CH3:2].[NH:19]1[CH:23]=[CH:22][CH:21]=[C:20]1[C:24]([NH2:26])=O. The catalyst is ClCCl.CC(C)[O-].[Ti+4].CC(C)[O-].CC(C)[O-].CC(C)[O-]. The product is [CH2:1]([C:3]1[C:4](=[O:5])[N:6]([CH2:7][CH2:8][C:9]2[CH:14]=[CH:13][CH:12]=[C:11]([F:15])[CH:10]=2)[C:24]([C:20]2[NH:19][CH:23]=[CH:22][CH:21]=2)=[N:26][C:16]=1[CH3:17])[CH3:2]. The yield is 0.320. (3) The reactants are [Cl:1][C:2]1[C:10]([C:11]#[N:12])=[CH:9][CH:8]=[C:7]2[C:3]=1[CH:4]=[C:5]([CH:17]([F:19])[F:18])[N:6]2[CH2:13][C:14](O)=[O:15].C1N=CN(C(N2C=NC=C2)=O)C=1.[NH2:32][NH2:33]. The catalyst is C1COCC1. The product is [Cl:1][C:2]1[C:10]([C:11]#[N:12])=[CH:9][CH:8]=[C:7]2[C:3]=1[CH:4]=[C:5]([CH:17]([F:19])[F:18])[N:6]2[CH2:13][C:14]([NH:32][NH2:33])=[O:15]. The yield is 0.520.